Dataset: Reaction yield outcomes from USPTO patents with 853,638 reactions. Task: Predict the reaction yield, written as a fraction of the theoretical maximum amount of product (1.0 means a 100% yield; for example, 0.34 means a 34% yield). (1) The reactants are [F:1][C:2]1[C:3]([C:9]2[N:10]([CH:15]([CH3:17])[CH3:16])[C:11]([CH3:14])=[N:12][CH:13]=2)=[N:4][C:5]([NH2:8])=[N:6][CH:7]=1.I[C:19]1[CH:29]=[CH:28][C:22]([C:23]([O:25][CH2:26][CH3:27])=[O:24])=[CH:21][CH:20]=1.CC1(C)C2C(=C(P(C3C=CC=CC=3)C3C=CC=CC=3)C=CC=2)OC2C(P(C3C=CC=CC=3)C3C=CC=CC=3)=CC=CC1=2.C(=O)([O-])[O-].[Cs+].[Cs+]. The catalyst is O1CCOCC1.C([O-])(=O)C.[Pd+2].C([O-])(=O)C. The product is [F:1][C:2]1[C:3]([C:9]2[N:10]([CH:15]([CH3:17])[CH3:16])[C:11]([CH3:14])=[N:12][CH:13]=2)=[N:4][C:5]([NH:8][C:19]2[CH:29]=[CH:28][C:22]([C:23]([O:25][CH2:26][CH3:27])=[O:24])=[CH:21][CH:20]=2)=[N:6][CH:7]=1. The yield is 0.320. (2) The reactants are [Cl:1][C:2]1[N:3]=[C:4]([C:9]([NH:11][CH:12]2[CH2:17][CH2:16][N:15]([C:18]3[CH:19]=[C:20]([CH:25]=[CH:26][CH:27]=3)[C:21]([O:23]C)=[O:22])[CH2:14][CH2:13]2)=[O:10])[NH:5][C:6]=1[CH2:7][CH3:8].O.[OH-].[Li+]. No catalyst specified. The product is [Cl:1][C:2]1[N:3]=[C:4]([C:9]([NH:11][CH:12]2[CH2:17][CH2:16][N:15]([C:18]3[CH:19]=[C:20]([CH:25]=[CH:26][CH:27]=3)[C:21]([OH:23])=[O:22])[CH2:14][CH2:13]2)=[O:10])[NH:5][C:6]=1[CH2:7][CH3:8]. The yield is 0.630. (3) The catalyst is C1C=CC(/C=C/C(/C=C/C2C=CC=CC=2)=O)=CC=1.C1C=CC(/C=C/C(/C=C/C2C=CC=CC=2)=O)=CC=1.C1C=CC(/C=C/C(/C=C/C2C=CC=CC=2)=O)=CC=1.[Pd].[Pd].O1CCOCC1. The yield is 0.300. The reactants are [NH2:1][C:2]1[CH:7]=[CH:6][C:5]([CH:8]2[N:13]([CH3:14])[CH2:12][CH2:11][N:10]([CH3:15])[C:9]2=[O:16])=[CH:4][CH:3]=1.Br[C:18]1[C:19](=[O:44])[N:20]([CH3:43])[CH:21]=[C:22]([C:24]2[C:25]([CH3:42])=[C:26]([NH:30][C:31]([C:33]3[S:37][C:36]4[CH2:38][CH2:39][CH2:40][CH2:41][C:35]=4[CH:34]=3)=[O:32])[CH:27]=[CH:28][CH:29]=2)[N:23]=1.C(=O)([O-])[O-].[Cs+].[Cs+].CC1(C)C2C(=C(P(C3C=CC=CC=3)C3C=CC=CC=3)C=CC=2)OC2C(P(C3C=CC=CC=3)C3C=CC=CC=3)=CC=CC1=2. The product is [CH3:14][N:13]1[CH2:12][CH2:11][N:10]([CH3:15])[C:9](=[O:16])[CH:8]1[C:5]1[CH:4]=[CH:3][C:2]([NH:1][C:18]2[C:19](=[O:44])[N:20]([CH3:43])[CH:21]=[C:22]([C:24]3[C:25]([CH3:42])=[C:26]([NH:30][C:31]([C:33]4[S:37][C:36]5[CH2:38][CH2:39][CH2:40][CH2:41][C:35]=5[CH:34]=4)=[O:32])[CH:27]=[CH:28][CH:29]=3)[N:23]=2)=[CH:7][CH:6]=1. (4) The reactants are [CH3:1][O:2][C:3]1[CH:8]=[CH:7][C:6]([S:9]([NH:12][CH:13]([C:15]2[CH:20]=[C:19]([F:21])[CH:18]=[CH:17][C:16]=2[C:22]2[CH:27]=[CH:26][C:25]([F:28])=[CH:24][C:23]=2F)[CH3:14])(=[O:11])=[O:10])=[CH:5][CH:4]=1.C(=O)([O-])[O-].[K+].[K+]. The catalyst is CN(C)C=O. The product is [F:28][C:25]1[CH:26]=[CH:27][C:22]2[C:16]3[C:15]([CH:13]([CH3:14])[N:12]([S:9]([C:6]4[CH:5]=[CH:4][C:3]([O:2][CH3:1])=[CH:8][CH:7]=4)(=[O:10])=[O:11])[C:23]=2[CH:24]=1)=[CH:20][C:19]([F:21])=[CH:18][CH:17]=3. The yield is 0.950. (5) The reactants are [F:1][CH2:2][C@@H:3]1[CH2:11][C:10]2[C:5](=[CH:6][CH:7]=[CH:8][CH:9]=2)[NH:4]1.[Cl:12][CH2:13][C:14](Cl)=[O:15].C(N(CC)CC)C. No catalyst specified. The product is [F:1][CH2:2][C@@H:3]1[CH2:11][C:10]2[C:5](=[CH:6][CH:7]=[CH:8][CH:9]=2)[N:4]1[C:14](=[O:15])[CH2:13][Cl:12]. The yield is 0.880. (6) The reactants are [Br:1][C:2]1[CH:3]=[C:4]([N+:29]([O-])=O)[C:5]([CH:8](C(OCC2C=CC=CC=2)=O)[C:9](OCC2C=CC=CC=2)=[O:10])=[N:6][CH:7]=1. The catalyst is C(O)(=O)C.[Fe]. The product is [Br:1][C:2]1[CH:3]=[C:4]2[NH:29][C:9](=[O:10])[CH2:8][C:5]2=[N:6][CH:7]=1. The yield is 0.540.